From a dataset of Peptide-MHC class I binding affinity with 185,985 pairs from IEDB/IMGT. Regression. Given a peptide amino acid sequence and an MHC pseudo amino acid sequence, predict their binding affinity value. This is MHC class I binding data. (1) The peptide sequence is SFKDQSKYCH. The MHC is HLA-A68:01 with pseudo-sequence HLA-A68:01. The binding affinity (normalized) is 0. (2) The peptide sequence is VLNHYTPEY. The MHC is HLA-A24:03 with pseudo-sequence HLA-A24:03. The binding affinity (normalized) is 0.0847. (3) The peptide sequence is DTDIVNNFI. The MHC is HLA-A68:02 with pseudo-sequence HLA-A68:02. The binding affinity (normalized) is 0.405. (4) The peptide sequence is LSPRTLNAW. The MHC is HLA-A29:02 with pseudo-sequence HLA-A29:02. The binding affinity (normalized) is 0. (5) The peptide sequence is YCNYSRYWYL. The MHC is HLA-A24:02 with pseudo-sequence HLA-A24:02. The binding affinity (normalized) is 0.252.